This data is from Reaction yield outcomes from USPTO patents with 853,638 reactions. The task is: Predict the reaction yield, written as a fraction of the theoretical maximum amount of product (1.0 means a 100% yield; for example, 0.34 means a 34% yield). (1) The reactants are [N:1]([CH2:4][CH2:5][NH:6][C:7](=[O:21])[CH2:8][CH2:9][CH2:10][CH2:11][CH2:12][CH2:13][CH2:14][CH2:15][CH2:16]CCCC)=[N+:2]=[N-:3].C(Cl)(=O)CCCCCCCCC.N(CCN)=[N+]=[N-].C(N(CC)CC)C. The catalyst is ClCCl. The product is [N:1]([CH2:4][CH2:5][NH:6][C:7](=[O:21])[CH2:8][CH2:9][CH2:10][CH2:11][CH2:12][CH2:13][CH2:14][CH2:15][CH3:16])=[N+:2]=[N-:3]. The yield is 0.830. (2) The reactants are [CH3:1][CH:2]([N:4]1[C:12](/[CH:13]=[CH:14]/[C@H:15]([OH:24])[CH2:16][C@H:17]([OH:23])[CH2:18][C:19]([O:21]C)=[O:20])=[C:11]([C:25]2[CH:30]=[CH:29][C:28]([F:31])=[CH:27][CH:26]=2)[C:10]2[C:5]1=[CH:6][CH:7]=[CH:8][CH:9]=2)[CH3:3].C(#N)C.[OH-].[Na+:36]. The catalyst is CO. The product is [CH3:3][CH:2]([N:4]1[C:12](/[CH:13]=[CH:14]/[CH:15]([OH:24])[CH2:16][CH:17]([OH:23])[CH2:18][C:19]([O-:21])=[O:20])=[C:11]([C:25]2[CH:26]=[CH:27][C:28]([F:31])=[CH:29][CH:30]=2)[C:10]2[CH:9]=[CH:8][CH:7]=[CH:6][C:5]1=2)[CH3:1].[Na+:36]. The yield is 0.811.